From a dataset of Full USPTO retrosynthesis dataset with 1.9M reactions from patents (1976-2016). Predict the reactants needed to synthesize the given product. (1) Given the product [I-:49].[F:27][C:25]1[CH:24]=[N:23][C:22]2[N:17]([C:13]3[CH:12]=[C:11]([C:8]4[CH:9]=[CH:10][C:5]([CH2:4][N+:2]([CH3:50])([CH3:1])[CH3:3])=[CH:6][CH:7]=4)[CH:16]=[CH:15][CH:14]=3)[C:18](=[O:48])[N:19]([C@H:29]3[CH2:30][CH2:31][C@@H:32]([NH:35][C:36]([C:38]4[N:39]=[C:40]5[CH:45]=[CH:44][C:43]([F:46])=[CH:42][N:41]5[CH:47]=4)=[O:37])[CH2:33][CH2:34]3)[C:20](=[O:28])[C:21]=2[CH:26]=1, predict the reactants needed to synthesize it. The reactants are: [CH3:1][N:2]([CH2:4][C:5]1[CH:10]=[CH:9][C:8]([C:11]2[CH:16]=[CH:15][CH:14]=[C:13]([N:17]3[C:22]4[N:23]=[CH:24][C:25]([F:27])=[CH:26][C:21]=4[C:20](=[O:28])[N:19]([C@@H:29]4[CH2:34][CH2:33][C@H:32]([NH:35][C:36]([C:38]5[N:39]=[C:40]6[CH:45]=[CH:44][C:43]([F:46])=[CH:42][N:41]6[CH:47]=5)=[O:37])[CH2:31][CH2:30]4)[C:18]3=[O:48])[CH:12]=2)=[CH:7][CH:6]=1)[CH3:3].[I:49][CH3:50]. (2) Given the product [CH3:29][O:30][C:31]1[CH:32]=[C:33]([CH:34]=[CH:35][C:36]=1[O:37][CH3:38])[O:39][C:2]1[C:7](=[O:8])[N:6]([CH2:9][C:10]2[CH:15]=[CH:14][C:13]([C:16]3[C:17]([C:22]#[N:23])=[CH:18][CH:19]=[CH:20][CH:21]=3)=[CH:12][CH:11]=2)[C:5]([CH2:24][CH2:25][CH3:26])=[N:4][C:3]=1[CH2:27][CH3:28], predict the reactants needed to synthesize it. The reactants are: Br[C:2]1[C:7](=[O:8])[N:6]([CH2:9][C:10]2[CH:15]=[CH:14][C:13]([C:16]3[C:17]([C:22]#[N:23])=[CH:18][CH:19]=[CH:20][CH:21]=3)=[CH:12][CH:11]=2)[C:5]([CH2:24][CH2:25][CH3:26])=[N:4][C:3]=1[CH2:27][CH3:28].[CH3:29][O:30][C:31]1[CH:32]=[C:33]([OH:39])[CH:34]=[CH:35][C:36]=1[O:37][CH3:38].[OH-].[K+].CS(C)=O. (3) Given the product [C:1]([N:8]1[CH2:16][C@H:15]([OH:17])[CH2:14][C@@:9]1([CH3:19])[C:10]([O:12][CH3:13])=[O:11])([O:3][C:4]([CH3:7])([CH3:6])[CH3:5])=[O:2], predict the reactants needed to synthesize it. The reactants are: [C:1]([N:8]1[CH2:16][C@H:15]([OH:17])[CH2:14][C@H:9]1[C:10]([O:12][CH3:13])=[O:11])([O:3][C:4]([CH3:7])([CH3:6])[CH3:5])=[O:2].[Li+].[CH3:19]C([N-]C(C)C)C. (4) Given the product [Br:1][C:2]1[CH:3]=[C:4]2[C:8](=[CH:9][C:10]=1[CH3:11])[NH:7][C:6]([C:12]([OH:14])=[O:13])=[C:5]2[CH3:17], predict the reactants needed to synthesize it. The reactants are: [Br:1][C:2]1[CH:3]=[C:4]2[C:8](=[CH:9][C:10]=1[CH3:11])[NH:7][C:6]([C:12]([O:14]CC)=[O:13])=[C:5]2[CH3:17].BrC1C(C)=C2C(=CC=1)NC(C([O-])=O)=C2C.[OH-].[K+]. (5) Given the product [CH3:19][O:18][C:11]1[CH:12]=[CH:13][CH:14]=[C:15]([O:16][CH3:17])[C:10]=1[CH:2]1[N:1]([CH2:31][C:29]2[N:30]=[C:26]([C:20]3[CH:21]=[CH:22][CH:23]=[CH:24][CH:25]=3)[S:27][CH:28]=2)[C:6](=[O:8])[CH2:5][CH2:4][CH2:3]1, predict the reactants needed to synthesize it. The reactants are: [NH2:1][CH:2]([C:10]1[C:15]([O:16][CH3:17])=[CH:14][CH:13]=[CH:12][C:11]=1[O:18][CH3:19])[CH2:3][CH2:4][CH2:5][C:6]([O:8]C)=O.[C:20]1([C:26]2[S:27][CH:28]=[C:29]([CH:31]=O)[N:30]=2)[CH:25]=[CH:24][CH:23]=[CH:22][CH:21]=1.